From a dataset of Reaction yield outcomes from USPTO patents with 853,638 reactions. Predict the reaction yield, written as a fraction of the theoretical maximum amount of product (1.0 means a 100% yield; for example, 0.34 means a 34% yield). (1) The reactants are C([SiH](CC)CC)C.[CH3:8][O:9][C:10]([C:12]1[NH:13][CH:14]=[C:15]([C:17](=O)[C:18]2[CH:23]=[CH:22][CH:21]=[CH:20][CH:19]=2)[CH:16]=1)=[O:11]. The catalyst is FC(F)(F)C(O)=O. The product is [CH3:8][O:9][C:10]([C:12]1[NH:13][CH:14]=[C:15]([CH2:17][C:18]2[CH:23]=[CH:22][CH:21]=[CH:20][CH:19]=2)[CH:16]=1)=[O:11]. The yield is 0.575. (2) The catalyst is C(OCC)(=O)C. The product is [CH3:13][C:14]1[N:44]=[C:17]2[N:18]([CH:41]([CH3:43])[CH3:42])[C:19](=[O:40])[C:20]([CH2:25][C:26]3[CH:31]=[CH:30][C:29]([C:32]4[CH:37]=[CH:36][CH:35]=[CH:34][C:33]=4[C:38]4[NH:3][C:4](=[O:7])[O:5][N:39]=4)=[CH:28][CH:27]=3)=[C:21]([CH2:22][CH2:23][CH3:24])[N:16]2[N:15]=1. The reactants are [Cl-].O[NH3+:3].[C:4](=[O:7])([O-])[OH:5].[Na+].CS(C)=O.[CH3:13][C:14]1[N:44]=[C:17]2[N:18]([CH:41]([CH3:43])[CH3:42])[C:19](=[O:40])[C:20]([CH2:25][C:26]3[CH:31]=[CH:30][C:29]([C:32]4[C:33]([C:38]#[N:39])=[CH:34][CH:35]=[CH:36][CH:37]=4)=[CH:28][CH:27]=3)=[C:21]([CH2:22][CH2:23][CH3:24])[N:16]2[N:15]=1. The yield is 0.560. (3) The reactants are [Na+].[I-:2].[CH3:3][O:4][C:5](=[O:17])[C:6]1[CH:11]=[CH:10][CH:9]=[C:8]([O:12][CH2:13][CH2:14][CH2:15]Cl)[CH:7]=1. The catalyst is CC(C)=O. The product is [CH3:3][O:4][C:5](=[O:17])[C:6]1[CH:11]=[CH:10][CH:9]=[C:8]([O:12][CH2:13][CH2:14][CH2:15][I:2])[CH:7]=1. The yield is 0.980. (4) The reactants are Cl.[N:2]1[C:11]2[C:6](=[CH:7][CH:8]=[CH:9][CH:10]=2)[C:5](O)=[CH:4][N:3]=1.[C:13]1([N:19]=[C:20]=[S:21])[CH:18]=[CH:17][CH:16]=[CH:15][CH:14]=1.[H-].[Na+].[CH3:24][CH2:25][CH2:26][CH2:24][CH2:25][CH2:26]C.CC[O:33]C(C)=[O:33].C[N:38]([CH:40]=[O:41])C. No catalyst specified. The product is [O:41]=[C:40]1[N:38]([O:33][CH2:26][CH:25]=[CH2:24])[CH:5]2[CH2:4][N:3]1[N:2]([C:20](=[S:21])[NH:19][C:13]1[CH:18]=[CH:17][CH:16]=[CH:15][CH:14]=1)[C:11]1[CH:10]=[CH:9][CH:8]=[CH:7][C:6]=12. The yield is 0.660. (5) The reactants are C(OC([N:8]([C:16]1[C:21]([C:22]2[O:23][C:24]([C:27]3[CH:32]=[CH:31][CH:30]=[CH:29][CH:28]=3)=[N:25][N:26]=2)=[N:20][C:19]([CH:33]=[CH2:34])=[CH:18][N:17]=1)C(=O)OC(C)(C)C)=O)(C)(C)C.C(O)(C(F)(F)F)=O. The catalyst is C(Cl)Cl. The product is [C:27]1([C:24]2[O:23][C:22]([C:21]3[C:16]([NH2:8])=[N:17][CH:18]=[C:19]([CH:33]=[CH2:34])[N:20]=3)=[N:26][N:25]=2)[CH:28]=[CH:29][CH:30]=[CH:31][CH:32]=1. The yield is 0.850. (6) The reactants are [Cl:1][C:2]1[CH:3]=[C:4]([CH:49]=[CH:50][CH:51]=1)[CH2:5][N:6]1[CH:10]=[C:9]([C:11]2[C:19]3[C:14](=[N:15][CH:16]=[C:17]([C:20]4[CH:21]=[CH:22][C:23]([N:26]5[CH2:31][CH2:30][N:29](C(OC(C)(C)C)=O)[CH2:28][CH2:27]5)=[N:24][CH:25]=4)[CH:18]=3)[N:13]([S:39]([C:42]3[CH:48]=[CH:47][C:45]([CH3:46])=[CH:44][CH:43]=3)(=[O:41])=[O:40])[CH:12]=2)[CH:8]=[N:7]1. The catalyst is Cl.CCOCC. The product is [ClH:1].[Cl:1][C:2]1[CH:3]=[C:4]([CH:49]=[CH:50][CH:51]=1)[CH2:5][N:6]1[CH:10]=[C:9]([C:11]2[C:19]3[C:14](=[N:15][CH:16]=[C:17]([C:20]4[CH:25]=[N:24][C:23]([N:26]5[CH2:31][CH2:30][NH:29][CH2:28][CH2:27]5)=[CH:22][CH:21]=4)[CH:18]=3)[N:13]([S:39]([C:42]3[CH:48]=[CH:47][C:45]([CH3:46])=[CH:44][CH:43]=3)(=[O:41])=[O:40])[CH:12]=2)[CH:8]=[N:7]1. The yield is 0.788.